Task: Predict the reaction yield, written as a fraction of the theoretical maximum amount of product (1.0 means a 100% yield; for example, 0.34 means a 34% yield).. Dataset: Reaction yield outcomes from USPTO patents with 853,638 reactions (1) The reactants are Br[CH2:2][CH2:3][CH2:4][CH2:5][CH2:6][CH2:7][CH2:8][CH3:9].[N+:10]([C:13]1[CH:18]=[CH:17][C:16]([OH:19])=[CH:15][CH:14]=1)([O-:12])=[O:11].[Na]. The catalyst is CS(C)=O. The product is [N+:10]([C:13]1[CH:18]=[CH:17][C:16]([O:19][CH2:2][CH2:3][CH2:4][CH2:5][CH2:6][CH2:7][CH2:8][CH3:9])=[CH:15][CH:14]=1)([O-:12])=[O:11]. The yield is 0.300. (2) The reactants are [CH3:1][O:2][C:3]1[CH:8]=[CH:7][C:6]([C:9]2[C:10]3[O:17][C:16](/[CH:18]=[C:19]4/[C:20](=[O:26])[N:21]=[C:22](SC)[S:23]/4)=[CH:15][C:11]=3[CH:12]=[N:13][CH:14]=2)=[CH:5][CH:4]=1.C(N(C(C)C)CC)(C)C.[CH2:36]([NH2:43])[C:37]1[CH:42]=[CH:41][CH:40]=[CH:39][CH:38]=1. The catalyst is C(#N)C. The product is [CH2:36]([NH:43][C:22]1[S:23]/[C:19](=[CH:18]\[C:16]2[O:17][C:10]3[C:9]([C:6]4[CH:5]=[CH:4][C:3]([O:2][CH3:1])=[CH:8][CH:7]=4)=[CH:14][N:13]=[CH:12][C:11]=3[CH:15]=2)/[C:20](=[O:26])[N:21]=1)[C:37]1[CH:42]=[CH:41][CH:40]=[CH:39][CH:38]=1. The yield is 0.380. (3) The reactants are [CH3:1][C:2]1[CH:11]=[CH:10][C:9]2[C:4](=[CH:5][CH:6]=[CH:7][C:8]=2[N:12]2[CH2:17][CH2:16][N:15]([CH2:18][CH2:19][C:20]3[CH:21]=[C:22]([CH:24]=[CH:25][CH:26]=3)[NH2:23])[CH2:14][CH2:13]2)[N:3]=1.[C:27](Cl)(=[O:34])[C:28]1[CH:33]=[CH:32][CH:31]=[CH:30][CH:29]=1. No catalyst specified. The product is [CH3:1][C:2]1[CH:11]=[CH:10][C:9]2[C:4](=[CH:5][CH:6]=[CH:7][C:8]=2[N:12]2[CH2:13][CH2:14][N:15]([CH2:18][CH2:19][C:20]3[CH:21]=[C:22]([NH:23][C:27](=[O:34])[C:28]4[CH:33]=[CH:32][CH:31]=[CH:30][CH:29]=4)[CH:24]=[CH:25][CH:26]=3)[CH2:16][CH2:17]2)[N:3]=1. The yield is 0.600. (4) The product is [Cl:1][C:2]1[CH:8]=[C:7]([O:9][C:10]2[C:19]3[C:14](=[CH:15][C:16]([O:22][CH3:23])=[C:17]([O:20][CH3:21])[CH:18]=3)[N:13]=[CH:12][N:11]=2)[CH:6]=[CH:5][C:3]=1[NH:4][C:35]([NH:51][CH2:50][CH2:49][N:43]1[CH2:48][CH2:47][CH2:46][CH2:45][CH2:44]1)=[O:41]. The yield is 0.810. The reactants are [Cl:1][C:2]1[CH:8]=[C:7]([O:9][C:10]2[C:19]3[C:14](=[CH:15][C:16]([O:22][CH3:23])=[C:17]([O:20][CH3:21])[CH:18]=3)[N:13]=[CH:12][N:11]=2)[CH:6]=[CH:5][C:3]=1[NH2:4].C(N(CC)CC)C.ClC(Cl)(O[C:35](=[O:41])OC(Cl)(Cl)Cl)Cl.[N:43]1([CH2:49][CH2:50][NH2:51])[CH2:48][CH2:47][CH2:46][CH2:45][CH2:44]1. The catalyst is C(Cl)(Cl)Cl.O.